Dataset: Full USPTO retrosynthesis dataset with 1.9M reactions from patents (1976-2016). Task: Predict the reactants needed to synthesize the given product. (1) Given the product [F:1][C:2]([F:6])([F:5])[CH2:3][NH:4][CH2:8][CH2:7][CH2:13][S:10]([OH:12])(=[O:11])=[O:9], predict the reactants needed to synthesize it. The reactants are: [F:1][C:2]([F:6])([F:5])[CH2:3][NH2:4].[CH2:7]1[CH2:13][S:10](=[O:12])(=[O:11])[O:9][CH2:8]1. (2) The reactants are: [Br:1][C:2]1[CH:3]=[CH:4][C:5](/[CH:21]=C/C)=[C:6]2[C:10]=1[N:9]([CH3:11])[N:8]=[C:7]2[N:12]([S:17]([CH3:20])(=[O:19])=[O:18])[S:13]([CH3:16])(=[O:15])=[O:14].S([O-])([O-])(=[O:26])=S.[Na+].[Na+]. Given the product [Br:1][C:2]1[CH:3]=[CH:4][C:5]([CH:21]=[O:26])=[C:6]2[C:10]=1[N:9]([CH3:11])[N:8]=[C:7]2[N:12]([S:17]([CH3:20])(=[O:19])=[O:18])[S:13]([CH3:16])(=[O:15])=[O:14], predict the reactants needed to synthesize it. (3) Given the product [CH3:1][O:2][C:3](=[O:22])[CH:4]([C:14]1[C:19]([Cl:20])=[CH:18][CH:17]=[CH:16][C:15]=1[Cl:21])[CH2:5][C:6]1[C:7]([NH:23][C:24]2[CH:29]=[CH:28][CH:27]=[CH:26][CH:25]=2)=[N:8][C:9]([NH:23][C:24]2[CH:29]=[CH:28][CH:27]=[CH:26][CH:25]=2)=[N:10][CH:11]=1, predict the reactants needed to synthesize it. The reactants are: [CH3:1][O:2][C:3](=[O:22])[CH:4]([C:14]1[C:19]([Cl:20])=[CH:18][CH:17]=[CH:16][C:15]=1[Cl:21])[CH2:5][C:6]1[C:7](Cl)=[N:8][C:9](Cl)=[N:10][CH:11]=1.[NH2:23][C:24]1[CH:29]=[CH:28][CH:27]=[CH:26][CH:25]=1. (4) Given the product [CH2:18]([N:25]1[CH2:11][C:3]2[C:4](=[C:5]([F:8])[CH:6]=[CH:7][C:2]=2[Br:1])[CH2:9]1)[C:19]1[CH:24]=[CH:23][CH:22]=[CH:21][CH:20]=1, predict the reactants needed to synthesize it. The reactants are: [Br:1][C:2]1[CH:7]=[CH:6][C:5]([F:8])=[C:4]([CH2:9]Br)[C:3]=1[CH2:11]Br.C(=O)([O-])O.[K+].[CH2:18]([NH2:25])[C:19]1[CH:24]=[CH:23][CH:22]=[CH:21][CH:20]=1. (5) Given the product [F:1][C:2]1[CH:3]=[N:4][C:5]([C@@H:8]([NH:10][C:11](=[O:13])[O:18][C:15]([CH3:17])([CH3:16])[CH3:14])[CH3:9])=[N:6][CH:7]=1, predict the reactants needed to synthesize it. The reactants are: [F:1][C:2]1[CH:3]=[N:4][C:5]([C@@H:8]([NH:10][C:11](=[O:13])C)[CH3:9])=[N:6][CH:7]=1.[CH3:14][C:15]([O:18]C(OC([O:18][C:15]([CH3:17])([CH3:16])[CH3:14])=O)=O)([CH3:17])[CH3:16].O.[OH-].[Li+].O.